From a dataset of CYP2C9 inhibition data for predicting drug metabolism from PubChem BioAssay. Regression/Classification. Given a drug SMILES string, predict its absorption, distribution, metabolism, or excretion properties. Task type varies by dataset: regression for continuous measurements (e.g., permeability, clearance, half-life) or binary classification for categorical outcomes (e.g., BBB penetration, CYP inhibition). Dataset: cyp2c9_veith. (1) The molecule is CCc1ccc(CCN2CCCCC2)nc1. The result is 0 (non-inhibitor). (2) The compound is COC(=O)C/C=C\[C@@H](C)[C@@H](/C=N\O[C@@H]1O[C@H](COC(C)=O)[C@H](OC(C)=O)[C@H](OC(C)=O)[C@H]1OC(C)=O)OC. The result is 0 (non-inhibitor). (3) The drug is CN(C)c1ccc(C2N([C@H](C#N)c3ccc(N(C)C)cc3)CCCN2[C@@H](C#N)c2ccc(N(C)C)cc2)cc1. The result is 0 (non-inhibitor). (4) The compound is CC(C)C(=O)N[C@H]1CCCN1C(=O)/C=C\c1ccccc1. The result is 0 (non-inhibitor). (5) The molecule is COC(=O)N1CCC2(CCCN(Cc3nccs3)C2)CC1. The result is 0 (non-inhibitor).